This data is from Reaction yield outcomes from USPTO patents with 853,638 reactions. The task is: Predict the reaction yield, written as a fraction of the theoretical maximum amount of product (1.0 means a 100% yield; for example, 0.34 means a 34% yield). (1) The reactants are [Cl:1][C:2]1[C:8](Cl)=[CH:7][C:5]([NH2:6])=[C:4]([N+:10]([O-:12])=[O:11])[CH:3]=1.C(=O)([O-])[O-].[K+].[K+].[F:19][C:20]([F:29])([F:28])[C:21]1[CH:26]=[CH:25][C:24]([OH:27])=[CH:23][CH:22]=1. The catalyst is CS(C)=O. The product is [Cl:1][C:2]1[C:8]([O:27][C:24]2[CH:25]=[CH:26][C:21]([C:20]([F:19])([F:28])[F:29])=[CH:22][CH:23]=2)=[CH:7][C:5]([NH2:6])=[C:4]([N+:10]([O-:12])=[O:11])[CH:3]=1. The yield is 0.180. (2) The reactants are C(=O)([O-])[O-].[Cs+].[Cs+].F[C:8]1[CH:15]=[CH:14][C:13]([I:16])=[CH:12][C:9]=1[CH:10]=O.Cl.Cl.[N:19]1[CH:24]=[CH:23][CH:22]=[C:21]([NH:25][NH2:26])[CH:20]=1. The catalyst is CN1CCCC1=O. The product is [I:16][C:13]1[CH:12]=[C:9]2[C:8](=[CH:15][CH:14]=1)[N:25]([C:21]1[CH:20]=[N:19][CH:24]=[CH:23][CH:22]=1)[N:26]=[CH:10]2. The yield is 0.939.